From a dataset of Catalyst prediction with 721,799 reactions and 888 catalyst types from USPTO. Predict which catalyst facilitates the given reaction. (1) Reactant: [Cl:1][C:2]1[CH:3]=[C:4]([CH:8]([O:19][CH2:20][CH2:21][NH:22][C:23]([O:25][CH3:26])=[O:24])[C:9]2[CH:10]=[C:11]([CH:16]=[CH:17][CH:18]=2)[C:12]([O:14]C)=[O:13])[CH:5]=[CH:6][CH:7]=1.[Li+].[OH-].O.Cl. Product: [Cl:1][C:2]1[CH:3]=[C:4]([CH:8]([O:19][CH2:20][CH2:21][NH:22][C:23]([O:25][CH3:26])=[O:24])[C:9]2[CH:10]=[C:11]([CH:16]=[CH:17][CH:18]=2)[C:12]([OH:14])=[O:13])[CH:5]=[CH:6][CH:7]=1. The catalyst class is: 1. (2) The catalyst class is: 147. Reactant: [CH2:1]([O:8][C:9](=[O:26])[NH:10][CH:11]1[CH2:23][C:22]2[C:21]3[C:16](=[CH:17][CH:18]=[C:19]([C:24]#[N:25])[CH:20]=3)[NH:15][C:14]=2[CH2:13][CH2:12]1)[C:2]1[CH:7]=[CH:6][CH:5]=[CH:4][CH:3]=1.CO. Product: [CH2:1]([O:8][C:9](=[O:26])[NH:10][C@H:11]1[CH2:23][C:22]2[C:21]3[C:16](=[CH:17][CH:18]=[C:19]([C:24]#[N:25])[CH:20]=3)[NH:15][C:14]=2[CH2:13][CH2:12]1)[C:2]1[CH:3]=[CH:4][CH:5]=[CH:6][CH:7]=1.